This data is from Reaction yield outcomes from USPTO patents with 853,638 reactions. The task is: Predict the reaction yield, written as a fraction of the theoretical maximum amount of product (1.0 means a 100% yield; for example, 0.34 means a 34% yield). (1) The reactants are Br[C:2]1[C:3]([O:28][CH2:29][CH2:30][N:31]2[CH2:36][CH2:35][O:34][CH2:33][CH2:32]2)=[C:4]([CH:10]([NH:12][C:13]2[N:21]=[CH:20][N:19]=[C:18]3[C:14]=2[N:15]=[CH:16][N:17]3C2CCCCO2)[CH3:11])[CH:5]=[C:6]([Cl:9])[C:7]=1[CH3:8].[CH3:37][S:38]([C:41]1[CH:46]=[CH:45][C:44](B(O)O)=[CH:43][CH:42]=1)(=[O:40])=[O:39].C(=O)([O-])[O-].[Na+].[Na+].C(=O)([O-])[O-].[K+].[K+]. No catalyst specified. The product is [Cl:9][C:6]1[CH:5]=[C:4]([CH:10]([NH:12][C:13]2[N:21]=[CH:20][N:19]=[C:18]3[C:14]=2[N:15]=[CH:16][NH:17]3)[CH3:11])[C:3]([O:28][CH2:29][CH2:30][N:31]2[CH2:36][CH2:35][O:34][CH2:33][CH2:32]2)=[C:2]([C:44]2[CH:45]=[CH:46][C:41]([S:38]([CH3:37])(=[O:40])=[O:39])=[CH:42][CH:43]=2)[C:7]=1[CH3:8]. The yield is 0.270. (2) The reactants are [C:1]([C:4]1[O:8][N:7]=[C:6]([C:9]([OH:11])=O)[CH:5]=1)(=[O:3])[CH3:2].[NH2:12][C@@H:13]([CH3:30])[CH2:14][N:15]1[CH:19]=[CH:18][C:17]([C:20]2[CH:27]=[C:26]([F:28])[C:23]([C:24]#[N:25])=[C:22]([Cl:29])[CH:21]=2)=[N:16]1. No catalyst specified. The product is [C:1]([C:4]1[O:8][N:7]=[C:6]([C:9]([NH:12][C@@H:13]([CH3:30])[CH2:14][N:15]2[CH:19]=[CH:18][C:17]([C:20]3[CH:27]=[C:26]([F:28])[C:23]([C:24]#[N:25])=[C:22]([Cl:29])[CH:21]=3)=[N:16]2)=[O:11])[CH:5]=1)(=[O:3])[CH3:2]. The yield is 0.161.